From a dataset of Full USPTO retrosynthesis dataset with 1.9M reactions from patents (1976-2016). Predict the reactants needed to synthesize the given product. (1) Given the product [N:13]1([C:2]2[NH:10][C:9]3[C:4](=[N:5][CH:6]=[CH:7][CH:8]=3)[C:3]=2[C:11]#[N:12])[CH2:18][CH2:17][O:16][CH2:15][CH2:14]1, predict the reactants needed to synthesize it. The reactants are: Cl[C:2]1[NH:10][C:9]2[C:4](=[N:5][CH:6]=[CH:7][CH:8]=2)[C:3]=1[C:11]#[N:12].[NH:13]1[CH2:18][CH2:17][O:16][CH2:15][CH2:14]1. (2) Given the product [CH2:1]([O:8][C:9](=[O:28])[NH:10][C@@H:11]([CH3:27])[CH2:12][N:13]1[C:21]2[C:16](=[CH:17][CH:18]=[C:19]3[O:24][C:23]([CH2:25][C:33]#[N:34])=[CH:22][C:20]3=2)[CH:15]=[N:14]1)[C:2]1[CH:3]=[CH:4][CH:5]=[CH:6][CH:7]=1, predict the reactants needed to synthesize it. The reactants are: [CH2:1]([O:8][C:9](=[O:28])[NH:10][C@@H:11]([CH3:27])[CH2:12][N:13]1[C:21]2[C:16](=[CH:17][CH:18]=[C:19]3[O:24][C:23]([CH2:25]O)=[CH:22][C:20]3=2)[CH:15]=[N:14]1)[C:2]1[CH:7]=[CH:6][CH:5]=[CH:4][CH:3]=1.S(Cl)(Cl)=O.[C-:33]#[N:34].[Na+].C(=O)(O)[O-].[Na+]. (3) Given the product [F:1][C@@H:2]1[CH2:4][C@@H:3]1[C:5]([NH:16][C:17]1[N:22]=[CH:21][C:20]2[C:19]([CH:18]=1)=[CH:17][N:22]=[C:21]([C:40]1[CH:39]=[N:35][CH:36]=[CH:38][C:45]=1[CH3:46])[CH:20]=2)=[O:7], predict the reactants needed to synthesize it. The reactants are: [F:1][C@@H:2]1[CH2:4][C@@H:3]1[C:5]([OH:7])=O.CN(C(O[N:16]1N=N[C:18]2[CH:19]=[CH:20][CH:21]=[N:22][C:17]1=2)=[N+](C)C)C.F[P-](F)(F)(F)(F)F.C([N:35]([CH2:39][CH3:40])[CH:36]([CH3:38])C)(C)C.C(O[CH2:45][CH3:46])(=O)C. (4) Given the product [CH3:46][Si:45]([CH3:48])([CH3:47])[CH2:44][CH2:43][O:42][CH2:41][N:7]([CH2:6][O:5][CH2:4][CH2:3][Si:2]([CH3:1])([CH3:49])[CH3:50])[C:8]1[N:13]2[N:14]=[CH:15][C:16]([C:17]3[CH:18]=[N:19][C:20]([C:23]4[CH:28]=[CH:27][CH:26]=[CH:25][CH:24]=4)=[CH:21][CH:22]=3)=[C:12]2[N:11]=[C:10]([CH2:29][CH:30]2[CH2:35][CH2:34][CH:33]([C:36]([O:38][CH2:39][CH3:40])=[O:37])[CH2:32][CH2:31]2)[C:9]=1[Br:51], predict the reactants needed to synthesize it. The reactants are: [CH3:1][Si:2]([CH3:50])([CH3:49])[CH2:3][CH2:4][O:5][CH2:6][N:7]([CH2:41][O:42][CH2:43][CH2:44][Si:45]([CH3:48])([CH3:47])[CH3:46])[C:8]1[N:13]2[N:14]=[CH:15][C:16]([C:17]3[CH:18]=[N:19][C:20]([C:23]4[CH:28]=[CH:27][CH:26]=[CH:25][CH:24]=4)=[CH:21][CH:22]=3)=[C:12]2[N:11]=[C:10]([CH2:29][CH:30]2[CH2:35][CH2:34][CH:33]([C:36]([O:38][CH2:39][CH3:40])=[O:37])[CH2:32][CH2:31]2)[CH:9]=1.[Br:51]N1C(=O)CCC1=O. (5) Given the product [N:1]1([CH:13]([OH:14])[CH:12]([OH:15])[CH3:11])[C:5]2[CH:6]=[CH:7][CH:8]=[CH:9][C:4]=2[N:3]=[CH:2]1, predict the reactants needed to synthesize it. The reactants are: [N:1]1[C:5]2[CH:6]=[CH:7][CH:8]=[CH:9][C:4]=2[NH:3][CH:2]=1.Br[CH2:11][CH:12]([OH:15])[CH2:13][OH:14].C(=O)([O-])[O-].[K+].[K+]. (6) Given the product [CH3:34][O:35][C:36]1[CH:41]=[CH:40][C:39]([S:42]([NH:45][C:46]2[CH:47]=[CH:48][C:49]([C:52]3[CH:60]=[C:59]4[C:55]([CH2:56][N:57]([C@@H:62]([CH:67]([CH3:69])[CH3:68])[C:63]([OH:65])=[O:64])[C:58]4=[O:61])=[CH:54][CH:53]=3)=[CH:50][CH:51]=2)(=[O:44])=[O:43])=[CH:38][CH:37]=1, predict the reactants needed to synthesize it. The reactants are: CC(C)[C@H](N1CC2C(=CC(C3C=CC(NS(C4C=CC=CC=4)(=O)=O)=CC=3)=CC=2)C1=O)C(O)=O.[CH3:34][O:35][C:36]1[CH:41]=[CH:40][C:39]([S:42]([NH:45][C:46]2[CH:51]=[CH:50][C:49]([C:52]3[CH:60]=[C:59]4[C:55]([CH2:56][N:57]([C@@H:62]([CH:67]([CH3:69])[CH3:68])[C:63]([O:65]C)=[O:64])[C:58]4=[O:61])=[CH:54][CH:53]=3)=[CH:48][CH:47]=2)(=[O:44])=[O:43])=[CH:38][CH:37]=1. (7) The reactants are: [CH3:1][O:2][C:3]1[CH:12]=[C:11]2[C:6]([CH:7]=[CH:8][C:9]([OH:13])=[CH:10]2)=[CH:5][CH:4]=1.N1C=CC=CC=1.[F:20][C:21]([F:34])([F:33])[S:22](O[S:22]([C:21]([F:34])([F:33])[F:20])(=[O:24])=[O:23])(=[O:24])=[O:23].C(=O)(O)[O-].[Na+]. Given the product [F:20][C:21]([F:34])([F:33])[S:22]([O:13][C:9]1[CH:8]=[CH:7][C:6]2[C:11](=[CH:12][C:3]([O:2][CH3:1])=[CH:4][CH:5]=2)[CH:10]=1)(=[O:24])=[O:23], predict the reactants needed to synthesize it.